Dataset: Forward reaction prediction with 1.9M reactions from USPTO patents (1976-2016). Task: Predict the product of the given reaction. (1) Given the reactants [Cl:1][C:2]1[CH:7]=[CH:6][C:5]([C:8](=[C:13]2[CH2:18][CH2:17][N:16](C(OC(C)(C)C)=O)[CH2:15][CH2:14]2)[C:9]([O:11][CH3:12])=[O:10])=[CH:4][CH:3]=1.Cl, predict the reaction product. The product is: [ClH:1].[Cl:1][C:2]1[CH:3]=[CH:4][C:5]([C:8](=[C:13]2[CH2:14][CH2:15][NH:16][CH2:17][CH2:18]2)[C:9]([O:11][CH3:12])=[O:10])=[CH:6][CH:7]=1. (2) Given the reactants [Cl:1][C:2]1[CH:32]=[CH:31][CH:30]=[C:29]([F:33])[C:3]=1[CH2:4][C@@H:5]([CH2:26][CH:27]=C)[C:6]([N:8]1[C@@H:12]([C:13]2[CH:18]=[CH:17][CH:16]=[CH:15][CH:14]=2)[C@@H:11]([C:19]2[CH:24]=[CH:23][CH:22]=[CH:21][CH:20]=2)[O:10][C:9]1=[O:25])=[O:7].[O:34]=O.N#N.S(C)C, predict the reaction product. The product is: [Cl:1][C:2]1[CH:32]=[CH:31][CH:30]=[C:29]([F:33])[C:3]=1[CH2:4][C@H:5]([C:6](=[O:7])[N:8]1[C@@H:12]([C:13]2[CH:14]=[CH:15][CH:16]=[CH:17][CH:18]=2)[C@@H:11]([C:19]2[CH:24]=[CH:23][CH:22]=[CH:21][CH:20]=2)[O:10][C:9]1=[O:25])[CH2:26][CH:27]=[O:34]. (3) Given the reactants CC(OI1(OC(C)=O)(OC(C)=O)OC(=O)C2C=CC=CC1=2)=O.[Cl:23][C:24]1[CH:29]=[CH:28][C:27]([C@:30]([NH:34][C:35](=[O:41])[O:36][C:37]([CH3:40])([CH3:39])[CH3:38])([CH3:33])[CH2:31][OH:32])=[CH:26][CH:25]=1.[O-]S([O-])(=S)=O.[Na+].[Na+], predict the reaction product. The product is: [Cl:23][C:24]1[CH:29]=[CH:28][C:27]([C@:30]([NH:34][C:35](=[O:41])[O:36][C:37]([CH3:40])([CH3:39])[CH3:38])([CH3:33])[CH:31]=[O:32])=[CH:26][CH:25]=1. (4) Given the reactants [C:1]([O:5][C:6]([NH:8][C@@H:9]1[CH2:14][CH2:13][C@H:12]([C:15]([OH:17])=O)[CH2:11][CH2:10]1)=[O:7])([CH3:4])([CH3:3])[CH3:2].C1N=CN(C(N2C=NC=C2)=O)C=1.Cl.[CH3:31][O:32][NH:33][CH3:34].O, predict the reaction product. The product is: [CH3:31][O:32][N:33]([CH3:34])[C:15]([C@@H:12]1[CH2:11][CH2:10][C@H:9]([NH:8][C:6](=[O:7])[O:5][C:1]([CH3:2])([CH3:3])[CH3:4])[CH2:14][CH2:13]1)=[O:17]. (5) Given the reactants [C:1]([N:9]([CH3:36])[C:10]1[CH:35]=[CH:34][C:13]2[N:14]([CH2:31][CH:32]=O)[C:15]([NH:17][C:18]([C:20]3[S:21][C:22]([C:25]4[O:29][C:28]([CH3:30])=[N:27][CH:26]=4)=[CH:23][CH:24]=3)=[O:19])=[N:16][C:12]=2[CH:11]=1)(=[O:8])[C:2]1[CH:7]=[CH:6][CH:5]=[CH:4][CH:3]=1.[CH3:37][NH2:38].C(O[BH-](OC(=O)C)OC(=O)C)(=O)C.C(=O)C1C=CC=CC=1, predict the reaction product. The product is: [C:1]([N:9]([CH3:36])[C:10]1[CH:35]=[CH:34][C:13]2[N:14]([CH2:31][CH2:32][NH:38][CH3:37])[C:15]([NH:17][C:18]([C:20]3[S:21][C:22]([C:25]4[O:29][C:28]([CH3:30])=[N:27][CH:26]=4)=[CH:23][CH:24]=3)=[O:19])=[N:16][C:12]=2[CH:11]=1)(=[O:8])[C:2]1[CH:3]=[CH:4][CH:5]=[CH:6][CH:7]=1. (6) Given the reactants [Cl:1][C:2]1[CH:3]=[CH:4][C:5]([OH:23])=[C:6]([CH:22]=1)[C:7]([NH:9][C@H:10]([C:12]1[CH:21]=[CH:20][C:15]([C:16]([O:18][CH3:19])=[O:17])=[CH:14][CH:13]=1)[CH3:11])=[O:8].[Cl:24][C:25]1[CH:30]=[C:29]([F:31])[CH:28]=[CH:27][C:26]=1[CH2:32]O, predict the reaction product. The product is: [Cl:1][C:2]1[CH:3]=[CH:4][C:5]([O:23][CH2:32][C:26]2[CH:27]=[CH:28][C:29]([F:31])=[CH:30][C:25]=2[Cl:24])=[C:6]([CH:22]=1)[C:7]([NH:9][C@H:10]([C:12]1[CH:21]=[CH:20][C:15]([C:16]([O:18][CH3:19])=[O:17])=[CH:14][CH:13]=1)[CH3:11])=[O:8]. (7) Given the reactants [Cl:1][C:2]1[CH:7]=[CH:6][C:5]([NH:8][C:9](=[O:20])[C:10]2[CH:15]=[CH:14][CH:13]=[C:12]([C:16]([F:19])([F:18])[F:17])[CH:11]=2)=[CH:4][C:3]=1[NH:21][C:22]1[N:27]=[CH:26][N:25]=[C:24]2[NH:28][N:29]=[CH:30][C:23]=12.Br.Br[CH2:33][CH2:34][N:35]([CH2:38][CH3:39])[CH2:36][CH3:37].C(=O)([O-])[O-].[Cs+].[Cs+], predict the reaction product. The product is: [Cl:1][C:2]1[CH:7]=[CH:6][C:5]([NH:8][C:9](=[O:20])[C:10]2[CH:15]=[CH:14][CH:13]=[C:12]([C:16]([F:19])([F:18])[F:17])[CH:11]=2)=[CH:4][C:3]=1[NH:21][C:22]1[N:27]=[CH:26][N:25]=[C:24]2[N:28]([CH2:33][CH2:34][N:35]([CH2:38][CH3:39])[CH2:36][CH3:37])[N:29]=[CH:30][C:23]=12. (8) Given the reactants [CH:1]([N-:4][CH:5]([CH3:7])C)([CH3:3])C.[Li+].[CH:9]([NH:12]C(C)C)(C)C.CS(O[CH2:21][CH:22]1[CH2:26][CH2:25][O:24][CH2:23]1)(=O)=O.Cl.[CH3:28]CCCCC, predict the reaction product. The product is: [O:24]1[CH2:25][CH2:26][CH:22]([CH2:21][CH:9]([NH2:12])[C:7]2[CH:5]=[N:4][CH:1]=[CH:3][CH:28]=2)[CH2:23]1.